Dataset: Reaction yield outcomes from USPTO patents with 853,638 reactions. Task: Predict the reaction yield, written as a fraction of the theoretical maximum amount of product (1.0 means a 100% yield; for example, 0.34 means a 34% yield). (1) The reactants are [NH:1]1[CH2:4][CH:3]([N:5]2[CH:9]=[C:8]([C:10]3[CH:11]=[N:12][C:13]4[C:18]([CH:19]=3)=[CH:17][C:16]([S:20][C:21]3[N:25]5[N:26]=[C:27]([CH3:30])[CH:28]=[CH:29][C:24]5=[N:23][N:22]=3)=[CH:15][CH:14]=4)[CH:7]=[N:6]2)[CH2:2]1.[CH:31](=O)[CH3:32].C(O[BH-](OC(=O)C)OC(=O)C)(=O)C.[Na+]. The catalyst is ClCCl. The product is [CH2:31]([N:1]1[CH2:2][CH:3]([N:5]2[CH:9]=[C:8]([C:10]3[CH:11]=[N:12][C:13]4[C:18]([CH:19]=3)=[CH:17][C:16]([S:20][C:21]3[N:25]5[N:26]=[C:27]([CH3:30])[CH:28]=[CH:29][C:24]5=[N:23][N:22]=3)=[CH:15][CH:14]=4)[CH:7]=[N:6]2)[CH2:4]1)[CH3:32]. The yield is 0.340. (2) The reactants are [N:1]1[CH:6]=[CH:5][CH:4]=[C:3]([C:7]2[CH:8]=[C:9](N)[CH:10]=[CH:11][CH:12]=2)[CH:2]=1.[NH:14]1[C:22]2[C:17](=[CH:18][CH:19]=[CH:20][CH:21]=2)[C:16]([C:23]([OH:25])=O)=[CH:15]1.C1CCC([N:32]=C=NC2CCCCC2)CC1. The catalyst is CN(C=O)C. The product is [N:1]1[CH:6]=[CH:5][CH:4]=[C:3]([C:7]2[CH:8]=[CH:9][C:10]([NH:32][C:23]([C:16]3[C:17]4[C:22](=[CH:21][CH:20]=[CH:19][CH:18]=4)[NH:14][CH:15]=3)=[O:25])=[CH:11][CH:12]=2)[CH:2]=1. The yield is 0.550. (3) The reactants are [CH3:1][O:2][C:3]1[CH:4]=[C:5]([CH:27]=[C:28]([CH3:39])[C:29]=1[N:30]1[CH:34]=[C:33]([C:35]([F:38])([F:37])[F:36])[CH:32]=[N:31]1)[O:6][CH:7]([C:11]1[CH:26]=[CH:25][C:14]([C:15]([NH:17][CH2:18][CH2:19][C:20]([O:22]CC)=[O:21])=[O:16])=[CH:13][CH:12]=1)[CH2:8][CH2:9][CH3:10].O1CCCC1.CO.[OH-].[Na+]. The product is [CH3:1][O:2][C:3]1[CH:4]=[C:5]([CH:27]=[C:28]([CH3:39])[C:29]=1[N:30]1[CH:34]=[C:33]([C:35]([F:36])([F:38])[F:37])[CH:32]=[N:31]1)[O:6][CH:7]([C:11]1[CH:12]=[CH:13][C:14]([C:15]([NH:17][CH2:18][CH2:19][C:20]([OH:22])=[O:21])=[O:16])=[CH:25][CH:26]=1)[CH2:8][CH2:9][CH3:10]. The yield is 0.740. The catalyst is C(Cl)Cl. (4) The reactants are [OH:1][CH2:2][CH2:3][NH:4][C:5]1[CH:10]=[CH:9][C:8]([F:11])=[C:7]([Cl:12])[CH:6]=1.C(N(C(C)C)C(=N)O[C:19]([CH3:22])([CH3:21])[CH3:20])(C)C. The catalyst is C(Cl)Cl. The product is [C:19]([O:1][CH2:2][CH2:3][NH:4][C:5]1[CH:10]=[CH:9][C:8]([F:11])=[C:7]([Cl:12])[CH:6]=1)([CH3:22])([CH3:21])[CH3:20]. The yield is 0.600. (5) The reactants are [CH2:1]([NH:3][C:4](=[O:21])[C@@H:5]([NH:9][C:10](=[O:20])[C:11]1[CH:16]=[CH:15][C:14]([C:17]#[CH:18])=[CH:13][C:12]=1[OH:19])[C@H:6](O)[CH3:7])[CH3:2].O=S(Cl)Cl. The catalyst is C(Cl)Cl.C(Cl)(Cl)Cl. The product is [CH2:1]([NH:3][C:4]([C@@H:5]1[C@H:6]([CH3:7])[O:20][C:10]([C:11]2[CH:16]=[CH:15][C:14]([C:17]#[CH:18])=[CH:13][C:12]=2[OH:19])=[N:9]1)=[O:21])[CH3:2]. The yield is 0.754. (6) The product is [N:21]1([CH2:26][CH2:27][NH:28][C:29]([C:31]2[C:35]([CH3:36])=[C:34]([CH:37]=[C:15]3[C:14]4[C:18](=[CH:19][C:11]([C:4]5[CH:5]=[CH:6][C:7]([O:9][CH3:10])=[CH:8][C:3]=5[O:2][CH3:1])=[CH:12][CH:13]=4)[NH:17][C:16]3=[O:20])[NH:33][C:32]=2[CH3:39])=[O:30])[CH2:25][CH2:24][CH2:23][CH2:22]1. The yield is 0.310. No catalyst specified. The reactants are [CH3:1][O:2][C:3]1[CH:8]=[C:7]([O:9][CH3:10])[CH:6]=[CH:5][C:4]=1[C:11]1[CH:19]=[C:18]2[C:14]([CH2:15][C:16](=[O:20])[NH:17]2)=[CH:13][CH:12]=1.[N:21]1([CH2:26][CH2:27][NH:28][C:29]([C:31]2[C:35]([CH3:36])=[C:34]([CH:37]=O)[NH:33][C:32]=2[CH3:39])=[O:30])[CH2:25][CH2:24][CH2:23][CH2:22]1.